This data is from Full USPTO retrosynthesis dataset with 1.9M reactions from patents (1976-2016). The task is: Predict the reactants needed to synthesize the given product. (1) Given the product [CH3:1][C:2]1[CH:9]([C:8]([CH3:11])([O:13][CH3:12])[CH:7]=[C:4]([CH:5]=[O:6])[CH:3]=1)[O:10][CH2:22][C:21]([O:20][CH2:18][CH3:19])=[O:24], predict the reactants needed to synthesize it. The reactants are: [CH3:1][C:2]1[CH:3]=[C:4]([CH:7]=[C:8]([CH3:11])[C:9]=1[OH:10])[CH:5]=[O:6].[C:12]([O-])([O-])=[O:13].[K+].[K+].[CH2:18]([O:20][C:21](=[O:24])[CH2:22]Br)[CH3:19].C(O)C. (2) Given the product [CH3:1][O:2][C:3]1[CH:8]=[CH:7][CH:6]=[C:5]([O:9][CH3:10])[C:4]=1[CH:11]1[N:16]([CH2:19][C:20]2[CH:29]=[CH:28][C:27]3[C:22](=[CH:23][CH:24]=[C:25]([O:30][CH3:31])[CH:26]=3)[CH:21]=2)[C:15](=[O:17])[CH2:14][CH2:13][CH2:12]1, predict the reactants needed to synthesize it. The reactants are: [CH3:1][O:2][C:3]1[CH:8]=[CH:7][CH:6]=[C:5]([O:9][CH3:10])[C:4]=1[CH:11]1[NH:16][C:15](=[O:17])[CH2:14][CH2:13][CH2:12]1.Cl[CH2:19][C:20]1[CH:29]=[CH:28][C:27]2[C:22](=[CH:23][CH:24]=[C:25]([O:30][CH3:31])[CH:26]=2)[CH:21]=1. (3) Given the product [CH3:1][O:2][CH2:3][C:4]1[C:9]([CH2:10][CH3:11])=[CH:8][CH:7]=[CH:6][C:5]=1[N:12]1[C:16](=[O:17])[N:15]([CH3:18])[N:14]=[N:13]1, predict the reactants needed to synthesize it. The reactants are: [CH3:1][O:2][CH2:3][C:4]1[C:9]([CH:10]=[CH2:11])=[CH:8][CH:7]=[CH:6][C:5]=1[N:12]1[C:16](=[O:17])[N:15]([CH3:18])[N:14]=[N:13]1.